This data is from Forward reaction prediction with 1.9M reactions from USPTO patents (1976-2016). The task is: Predict the product of the given reaction. (1) Given the reactants [CH3:1][O:2][C:3](=[O:33])[C@@H:4]([NH:13][C:14]([C:16]1[CH:17]=[C:18]([C:23]2[CH:28]=[CH:27][C:26]([C:29]([F:32])([F:31])[F:30])=[CH:25][CH:24]=2)[CH:19]=[CH:20][C:21]=1[OH:22])=[O:15])[CH2:5][C:6]1[CH:11]=[CH:10][C:9](Br)=[CH:8][CH:7]=1.[N+:34]([C:37]1[CH:42]=[CH:41][C:40](B(O)O)=[CH:39][CH:38]=1)([O-:36])=[O:35], predict the reaction product. The product is: [CH3:1][O:2][C:3](=[O:33])[C@@H:4]([NH:13][C:14]([C:16]1[CH:17]=[C:18]([C:23]2[CH:28]=[CH:27][C:26]([C:29]([F:32])([F:31])[F:30])=[CH:25][CH:24]=2)[CH:19]=[CH:20][C:21]=1[OH:22])=[O:15])[CH2:5][C:6]1[CH:11]=[CH:10][C:9]([C:40]2[CH:41]=[CH:42][C:37]([N+:34]([O-:36])=[O:35])=[CH:38][CH:39]=2)=[CH:8][CH:7]=1. (2) Given the reactants [CH3:1][C:2]1[CH:3]=[C:4]([NH2:8])[CH:5]=[N:6][CH:7]=1.C[Si]([NH-])(C)C.C[Si]([NH-])(C)C.[Na+].[Na+].[C:21]([O:25][C:26](O[C:26]([O:25][C:21]([CH3:24])([CH3:23])[CH3:22])=[O:27])=[O:27])([CH3:24])([CH3:23])[CH3:22], predict the reaction product. The product is: [CH3:1][C:2]1[CH:3]=[C:4]([NH:8][C:26](=[O:27])[O:25][C:21]([CH3:24])([CH3:23])[CH3:22])[CH:5]=[N:6][CH:7]=1. (3) Given the reactants [CH2:1]([N:8]([CH2:20][C:21]1[CH:26]=[CH:25][CH:24]=[CH:23][CH:22]=1)[C@@H:9]1[CH2:13][CH2:12][CH:11]([C:14](N(OC)C)=[O:15])[CH2:10]1)[C:2]1[CH:7]=[CH:6][CH:5]=[CH:4][CH:3]=1.CC(C[AlH]CC(C)C)C, predict the reaction product. The product is: [CH2:20]([N:8]([CH2:1][C:2]1[CH:7]=[CH:6][CH:5]=[CH:4][CH:3]=1)[C@@H:9]1[CH2:13][CH2:12][CH:11]([CH:14]=[O:15])[CH2:10]1)[C:21]1[CH:22]=[CH:23][CH:24]=[CH:25][CH:26]=1. (4) Given the reactants [CH3:1][C:2]1([CH3:17])[CH2:7][CH2:6][CH2:5][CH:4]([S:8][C:9]2[CH:16]=[CH:15][C:12]([C:13]#[N:14])=[CH:11][CH:10]=2)[CH2:3]1.N, predict the reaction product. The product is: [CH3:1][C:2]1([CH3:17])[CH2:7][CH2:6][CH2:5][CH:4]([S:8][C:9]2[CH:10]=[CH:11][C:12]([CH2:13][NH2:14])=[CH:15][CH:16]=2)[CH2:3]1. (5) Given the reactants Cl[CH2:2][C:3](=[O:9])[CH2:4][C:5]([O:7][CH3:8])=[O:6].[F:10][C:11]1[CH:12]=[C:13]([SH:19])[CH:14]=[C:15]([O:17][CH3:18])[CH:16]=1.CN(C=O)C, predict the reaction product. The product is: [F:10][C:11]1[CH:12]=[C:13]([S:19][CH2:2][C:3](=[O:9])[CH2:4][C:5]([O:7][CH3:8])=[O:6])[CH:14]=[C:15]([O:17][CH3:18])[CH:16]=1. (6) Given the reactants [Cl:1][C:2]1[C:3]2[N:4]([CH:12]=[C:13]([C:15]([OH:17])=O)[N:14]=2)[CH:5]=[C:6]([C:8]([F:11])([F:10])[F:9])[CH:7]=1.C(O)(C)(C)C.Cl.CN(C)CCCN=C=NCC.[Cl:35][C:36]1[C:40]([S:41]([NH2:44])(=[O:43])=[O:42])=[CH:39][N:38]([CH2:45][CH3:46])[N:37]=1, predict the reaction product. The product is: [Cl:1][C:2]1[C:3]2[N:4]([CH:12]=[C:13]([C:15]([NH:44][S:41]([C:40]3[C:36]([Cl:35])=[N:37][N:38]([CH2:45][CH3:46])[CH:39]=3)(=[O:43])=[O:42])=[O:17])[N:14]=2)[CH:5]=[C:6]([C:8]([F:9])([F:10])[F:11])[CH:7]=1. (7) The product is: [NH2:5][CH:8]1[N:14]=[C:13]([C:15]2[CH:20]=[CH:19][CH:18]=[C:17]([O:21][CH3:22])[N:16]=2)[C:12]2[CH:23]=[C:24]([Cl:27])[CH:25]=[CH:26][C:11]=2[N:10]([CH3:28])[C:9]1=[O:29]. Given the reactants C([O-])=O.[NH4+].[N:5]([CH:8]1[N:14]=[C:13]([C:15]2[CH:20]=[CH:19][CH:18]=[C:17]([O:21][CH3:22])[N:16]=2)[C:12]2[CH:23]=[C:24]([Cl:27])[CH:25]=[CH:26][C:11]=2[N:10]([CH3:28])[C:9]1=[O:29])=[N+]=[N-], predict the reaction product.